This data is from Reaction yield outcomes from USPTO patents with 853,638 reactions. The task is: Predict the reaction yield, written as a fraction of the theoretical maximum amount of product (1.0 means a 100% yield; for example, 0.34 means a 34% yield). (1) The reactants are [NH2:1][C:2]1([C:5]([O:7][CH3:8])=[O:6])[CH2:4][CH2:3]1.C(=O)(O)[O-].[K+].[C:14](O[C:14]([O:16][C:17]([CH3:20])([CH3:19])[CH3:18])=[O:15])([O:16][C:17]([CH3:20])([CH3:19])[CH3:18])=[O:15]. The catalyst is C(OCC)(=O)C. The product is [C:17]([O:16][C:14]([NH:1][C:2]1([C:5]([O:7][CH3:8])=[O:6])[CH2:4][CH2:3]1)=[O:15])([CH3:20])([CH3:19])[CH3:18]. The yield is 0.970. (2) The reactants are Br[C:2]1[C:3]([F:28])=[C:4]([C:24]([F:27])=[CH:25][CH:26]=1)[CH2:5][O:6][C:7]([N:9]1[CH2:14][CH2:13][N:12]([C:15]([O:17][C:18]([CH3:21])([CH3:20])[CH3:19])=[O:16])[CH2:11][C@H:10]1[CH2:22][CH3:23])=[O:8].C([Li])CCC.C(O)(=[O:36])C.OO. The catalyst is O1CCCC1. The product is [F:28][C:3]1[C:2]([OH:36])=[CH:26][CH:25]=[C:24]([F:27])[C:4]=1[CH2:5][O:6][C:7]([N:9]1[CH2:14][CH2:13][N:12]([C:15]([O:17][C:18]([CH3:21])([CH3:20])[CH3:19])=[O:16])[CH2:11][C@H:10]1[CH2:22][CH3:23])=[O:8]. The yield is 0.280. (3) The product is [Cl:12][C:4]1[C:5]([O:10][CH3:11])=[CH:6][C:7]([O:8][CH3:9])=[C:2]([Cl:1])[C:3]=1[C:13]1[CH:14]=[C:15]2[C:20](=[CH:21][CH:22]=1)[N:19]=[C:18]([NH:23][C@H:24]1[C@@H:29]([NH:30][C:40](=[O:43])[CH:41]=[CH2:42])[CH2:28][C@H:27]3[C@@H:25]1[CH2:26]3)[N:17]=[CH:16]2. The catalyst is ClCCl. The reactants are [Cl:1][C:2]1[C:7]([O:8][CH3:9])=[CH:6][C:5]([O:10][CH3:11])=[C:4]([Cl:12])[C:3]=1[C:13]1[CH:14]=[C:15]2[C:20](=[CH:21][CH:22]=1)[N:19]=[C:18]([NH:23][C@H:24]1[C@@H:29]([NH2:30])[CH2:28][C@H:27]3[C@@H:25]1[CH2:26]3)[N:17]=[CH:16]2.CCN(C(C)C)C(C)C.[C:40](Cl)(=[O:43])[CH:41]=[CH2:42]. The yield is 0.760. (4) The reactants are [Cl:1][C:2]1[CH:3]=[C:4]([OH:9])[CH:5]=[CH:6][C:7]=1[Cl:8].F[C:11]1[CH:16]=[CH:15][C:14]([N+:17]([O-:19])=[O:18])=[CH:13][C:12]=1[O:20][CH3:21].C(=O)([O-])[O-].[K+].[K+]. The catalyst is CN(C)C=O.O. The product is [Cl:8][C:7]1[CH:6]=[CH:5][C:4]([O:9][C:11]2[CH:16]=[CH:15][C:14]([N+:17]([O-:19])=[O:18])=[CH:13][C:12]=2[O:20][CH3:21])=[CH:3][C:2]=1[Cl:1]. The yield is 0.820.